This data is from Forward reaction prediction with 1.9M reactions from USPTO patents (1976-2016). The task is: Predict the product of the given reaction. (1) The product is: [C:13]1(=[O:18])[CH:8]2[N:9]([CH2:4][CH2:5][CH2:6][CH2:7]2)[CH2:10][CH2:11][CH2:12]1. Given the reactants C(O[C:4](=O)[CH2:5][CH2:6][CH2:7][CH:8]1[CH2:13][CH2:12][CH2:11][CH2:10][NH:9]1)C.C(C([O-])=[O:18])C.CC([O-])(C)C.[K+].C([O-])(O)=O.[Na+], predict the reaction product. (2) Given the reactants [CH3:1][C:2]1[CH:8]=[CH:7][C:5]([NH2:6])=[CH:4][C:3]=1[N+:9]([O-:11])=[O:10].[CH2:12]([N:14]([CH:18]([CH3:20])C)[CH:15]([CH3:17])C)[CH3:13].Cl[CH2:22][C:23]1C=C[CH:29]=[CH:28][C:24]=1[C:25](Cl)=[O:26].[CH3:32][N:33]1CCNCC1, predict the reaction product. The product is: [CH3:1][C:2]1[CH:8]=[CH:7][C:5]([NH:6][C:25](=[O:26])[C:24]2[CH:28]=[CH:29][C:20]([CH2:18][N:14]3[CH2:12][CH2:13][N:33]([CH3:32])[CH2:17][CH2:15]3)=[CH:22][CH:23]=2)=[CH:4][C:3]=1[N+:9]([O-:11])=[O:10].